Dataset: Full USPTO retrosynthesis dataset with 1.9M reactions from patents (1976-2016). Task: Predict the reactants needed to synthesize the given product. (1) The reactants are: [O:1]=[C:2]([C:15]1[CH:20]=[CH:19][CH:18]=[CH:17][CH:16]=1)[CH2:3][CH:4]([NH:8][C:9](=[O:14])[C:10]([F:13])([F:12])[F:11])[C:5]([OH:7])=O.[CH2:21]([NH2:25])[CH:22]([CH3:24])[CH3:23].Cl.CN(C)CCCN=C=NCC.O.N1(O)C2C=CC=CC=2N=N1.C(N(CC)C(C)C)(C)C.C(=O)(O)[O-].[Na+]. Given the product [CH2:21]([NH:25][C:5](=[O:7])[CH:4]([NH:8][C:9](=[O:14])[C:10]([F:13])([F:12])[F:11])[CH2:3][C:2](=[O:1])[C:15]1[CH:20]=[CH:19][CH:18]=[CH:17][CH:16]=1)[CH:22]([CH3:24])[CH3:23], predict the reactants needed to synthesize it. (2) Given the product [Cl:8][C:9]1[CH:14]=[CH:13][CH:12]=[CH:11][C:10]=1[N:15]1[CH:19]([C:20]2[CH:21]=[CH:22][C:23]([C:26]3[CH2:27][CH2:28][N:29]([C:3](=[O:4])[CH3:2])[CH2:30][CH:31]=3)=[CH:24][CH:25]=2)[CH2:18][C:17]([C:32]([C:38]([F:41])([F:39])[F:40])([C:34]([F:35])([F:36])[F:37])[OH:33])=[N:16]1, predict the reactants needed to synthesize it. The reactants are: F[C:2](F)(F)[C:3](O)=[O:4].[Cl:8][C:9]1[CH:14]=[CH:13][CH:12]=[CH:11][C:10]=1[N:15]1[CH:19]([C:20]2[CH:25]=[CH:24][C:23]([C:26]3[CH2:27][CH2:28][NH:29][CH2:30][CH:31]=3)=[CH:22][CH:21]=2)[CH2:18][C:17]([C:32]([C:38]([F:41])([F:40])[F:39])([C:34]([F:37])([F:36])[F:35])[OH:33])=[N:16]1.C(N(CC)CC)C.C(Cl)(=O)C.ClCCl. (3) Given the product [NH2:1][C:2]1[S:6][N:5]=[C:4]([C:7]2[CH:12]=[CH:11][CH:10]=[C:9]([NH:13][OH:14])[CH:8]=2)[C:3]=1[C:16]([NH2:18])=[O:17], predict the reactants needed to synthesize it. The reactants are: [NH2:1][C:2]1[S:6][N:5]=[C:4]([C:7]2[CH:12]=[CH:11][CH:10]=[C:9]([N+:13]([O-])=[O:14])[CH:8]=2)[C:3]=1[C:16]([NH2:18])=[O:17].[H][H]. (4) Given the product [F:38][C:35]1[CH:34]=[CH:33][C:32]([NH:31][C@@H:23]2[CH2:22][CH2:21][C@@H:20]([CH2:19][OH:18])[C@@H:29]3[C@@:24]2([OH:30])[CH2:25][CH2:26][CH2:27][O:28]3)=[CH:37][CH:36]=1, predict the reactants needed to synthesize it. The reactants are: [Si]([O:18][CH2:19][C@H:20]1[C@@H:29]2[C@:24]([OH:30])([CH2:25][CH2:26][CH2:27][O:28]2)[C@H:23]([NH:31][C:32]2[CH:37]=[CH:36][C:35]([F:38])=[CH:34][CH:33]=2)[CH2:22][CH2:21]1)(C(C)(C)C)(C1C=CC=CC=1)C1C=CC=CC=1. (5) Given the product [CH2:26]([O:25][C:23]([CH:22]1[CH2:28][CH2:29][N:19]([C:2]2[CH:18]=[CH:17][C:5]([C:6](=[O:7])[NH:8][C:9]3[CH:14]=[CH:13][C:12]([I:15])=[C:11]([Cl:16])[CH:10]=3)=[CH:4][N:3]=2)[CH2:20][CH2:21]1)=[O:24])[CH3:27], predict the reactants needed to synthesize it. The reactants are: Cl[C:2]1[CH:18]=[CH:17][C:5]([C:6]([NH:8][C:9]2[CH:14]=[CH:13][C:12]([I:15])=[C:11]([Cl:16])[CH:10]=2)=[O:7])=[CH:4][N:3]=1.[NH:19]1[CH2:29][CH2:28][CH:22]([C:23]([O:25][CH2:26][CH3:27])=[O:24])[CH2:21][CH2:20]1.C(N(C(C)C)CC)(C)C.